From a dataset of Reaction yield outcomes from USPTO patents with 853,638 reactions. Predict the reaction yield, written as a fraction of the theoretical maximum amount of product (1.0 means a 100% yield; for example, 0.34 means a 34% yield). (1) The yield is 0.760. The reactants are C(Cl)(=O)C(Cl)=O.[CH3:7][S:8]([C:11]1[CH:19]=[CH:18][CH:17]=[CH:16][C:12]=1[C:13]([OH:15])=O)(=[O:10])=[O:9].[Cl:20][C:21]1[CH:22]=[C:23]([CH:37]=[CH:38][C:39]=1[Cl:40])[O:24][CH:25]1[CH2:30][CH2:29][N:28]([CH:31]2[CH2:36][CH2:35][NH:34][CH2:33][CH2:32]2)[CH2:27][CH2:26]1.C(N(CC)CC)C. The product is [Cl:20][C:21]1[CH:22]=[C:23]([CH:37]=[CH:38][C:39]=1[Cl:40])[O:24][CH:25]1[CH2:26][CH2:27][N:28]([CH:31]2[CH2:32][CH2:33][N:34]([C:13]([C:12]3[CH:16]=[CH:17][CH:18]=[CH:19][C:11]=3[S:8]([CH3:7])(=[O:9])=[O:10])=[O:15])[CH2:35][CH2:36]2)[CH2:29][CH2:30]1. The catalyst is C(Cl)Cl.CN(C=O)C. (2) The reactants are [CH3:1][C@H:2]1[CH2:7][NH:6][C@H:5]([CH3:8])[CH2:4][N:3]1[C@H:9]([C:24]1[CH:36]=[CH:35][C:27]([C:28]([N:30]([CH2:33][CH3:34])[CH2:31][CH3:32])=[O:29])=[CH:26][CH:25]=1)[C:10]1[CH:15]=[CH:14][CH:13]=[C:12]([O:16]S(C(F)(F)F)(=O)=O)[CH:11]=1.[Cl:37][C:38]1[CH:45]=[CH:44][CH:43]=[CH:42][C:39]=1[CH2:40]Br. No catalyst specified. The product is [CH3:1][C@H:2]1[CH2:7][N:6]([CH2:40][C:39]2[CH:42]=[CH:43][CH:44]=[CH:45][C:38]=2[Cl:37])[C@H:5]([CH3:8])[CH2:4][N:3]1[C@H:9]([C:24]1[CH:36]=[CH:35][C:27]([C:28]([N:30]([CH2:33][CH3:34])[CH2:31][CH3:32])=[O:29])=[CH:26][CH:25]=1)[C:10]1[CH:15]=[CH:14][CH:13]=[C:12]([OH:16])[CH:11]=1. The yield is 0.860. (3) The reactants are C(OC(=O)[NH:7]/[C:8](/[NH:17][C:18]1[CH:23]=[CH:22][N:21]=[C:20]([Cl:24])[CH:19]=1)=[N:9]\C(=O)OC(C)(C)C)(C)(C)C.[F:26][C:27]([F:32])([F:31])[C:28]([OH:30])=[O:29]. The catalyst is ClCCl. The product is [F:26][C:27]([F:32])([F:31])[C:28]([OH:30])=[O:29].[F:26][C:27]([F:32])([F:31])[C:28]([OH:30])=[O:29].[Cl:24][C:20]1[CH:19]=[C:18]([NH:17][C:8]([NH2:9])=[NH:7])[CH:23]=[CH:22][N:21]=1. The yield is 0.990. (4) The catalyst is C(O)C.O1CCCC1. The yield is 0.700. The product is [CH2:1]([O:3][C:4]1([C:7]2[CH:12]=[CH:11][C:10]([C:13]#[C:14][C:15]3[CH:16]=[CH:17][C:18]([CH2:21][C:22]([OH:24])=[O:23])=[CH:19][CH:20]=3)=[CH:9][C:8]=2[CH:26]([CH3:27])[CH3:28])[CH2:6][CH2:5]1)[CH3:2]. The reactants are [CH2:1]([O:3][C:4]1([C:7]2[CH:12]=[CH:11][C:10]([C:13]#[C:14][C:15]3[CH:20]=[CH:19][C:18]([CH2:21][C:22]([O:24]C)=[O:23])=[CH:17][CH:16]=3)=[CH:9][C:8]=2[CH:26]([CH3:28])[CH3:27])[CH2:6][CH2:5]1)[CH3:2].[OH-].[Na+].O.CC#N. (5) The reactants are C([O:3][C:4](=O)[CH2:5][C:6]1[CH:7]=[N:8][C:9]([CH3:12])=[CH:10][CH:11]=1)C.O.[NH2:15][NH2:16]. The catalyst is C(O)CCC. The product is [CH3:12][C:9]1[N:8]=[CH:7][C:6]([CH2:5][C:4]([NH:15][NH2:16])=[O:3])=[CH:11][CH:10]=1. The yield is 0.720.